From a dataset of Forward reaction prediction with 1.9M reactions from USPTO patents (1976-2016). Predict the product of the given reaction. (1) Given the reactants [F:1][C:2]1[CH:26]=[CH:25][CH:24]=[CH:23][C:3]=1[CH2:4][C:5]1[C:9]2=[N:10][CH:11]=[CH:12][CH:13]=[C:8]2[N:7]([C:14]2[N:19]=[C:18]([NH2:20])[C:17]([NH2:21])=[C:16]([NH2:22])[N:15]=2)[N:6]=1.Cl[C:28]([O:30][CH3:31])=[O:29], predict the reaction product. The product is: [CH3:31][O:30][C:28](=[O:29])[NH:21][C:17]1[C:16]([NH2:22])=[N:15][C:14]([N:7]2[C:8]3[C:9](=[N:10][CH:11]=[CH:12][CH:13]=3)[C:5]([CH2:4][C:3]3[CH:23]=[CH:24][CH:25]=[CH:26][C:2]=3[F:1])=[N:6]2)=[N:19][C:18]=1[NH2:20]. (2) The product is: [Cl:1][C:2]1[CH:3]=[C:4]([C:9]2[N:13]([C:14]3[CH:25]=[N:24][CH:17]=[CH:18][CH:19]=3)[N:12]=[C:11]([C:20]([OH:22])=[O:21])[CH:10]=2)[CH:5]=[C:6]([F:8])[CH:7]=1. Given the reactants [Cl:1][C:2]1[CH:3]=[C:4]([C:9]2[N:13]([C:14]3[CH:19]=[CH:18][CH:17]=CN=3)[N:12]=[C:11]([C:20]([OH:22])=[O:21])[CH:10]=2)[CH:5]=[C:6]([F:8])[CH:7]=1.Cl.[N:24]1C=CC=C(NN)[CH:25]=1, predict the reaction product. (3) Given the reactants [OH:1][C:2]1[CH:8]=[C:7]([CH3:9])[CH:6]=[CH:5][C:3]=1[NH2:4].C(=O)([O-])[O-].[K+].[K+].Br[CH2:17][CH2:18]Br.O, predict the reaction product. The product is: [CH3:9][C:7]1[CH:6]=[CH:5][C:3]2[NH:4][CH2:18][CH2:17][O:1][C:2]=2[CH:8]=1. (4) Given the reactants [F:1][C:2]([F:21])([F:20])[C:3]1[CH:4]=[C:5]([C:9]2[CH:18]=[CH:17][C:16]3[C:11](=[C:12]([NH2:19])[CH:13]=[CH:14][CH:15]=3)[N:10]=2)[CH:6]=[CH:7][CH:8]=1.CCN(C(C)C)C(C)C.[N:31]1[CH:36]=[CH:35][CH:34]=[CH:33][C:32]=1[S:37](Cl)(=[O:39])=[O:38].C([O-])(O)=O.[Na+], predict the reaction product. The product is: [F:21][C:2]([F:1])([F:20])[C:3]1[CH:4]=[C:5]([C:9]2[CH:18]=[CH:17][C:16]3[C:11](=[C:12]([NH:19][S:37]([C:32]4[CH:33]=[CH:34][CH:35]=[CH:36][N:31]=4)(=[O:39])=[O:38])[CH:13]=[CH:14][CH:15]=3)[N:10]=2)[CH:6]=[CH:7][CH:8]=1. (5) Given the reactants [Br:1][C:2]1[CH:3]=[C:4]([CH:8]=[C:9]([Br:23])[C:10]=1[O:11][C:12]1[CH:17]=[C:16]([CH:18]([CH3:20])[CH3:19])[C:15]([OH:21])=[C:14](I)[CH:13]=1)[C:5]([OH:7])=[O:6].[CH2:24]=[CH:25][C:26]1[CH:31]=[CH:30][CH:29]=[CH:28][CH:27]=1.C(N(CC)CC)C, predict the reaction product. The product is: [Br:1][C:2]1[CH:3]=[C:4]([CH:8]=[C:9]([Br:23])[C:10]=1[O:11][C:12]1[CH:13]=[C:14](/[CH:24]=[CH:25]/[C:26]2[CH:31]=[CH:30][CH:29]=[CH:28][CH:27]=2)[C:15]([OH:21])=[C:16]([CH:18]([CH3:20])[CH3:19])[CH:17]=1)[C:5]([OH:7])=[O:6].